Dataset: Reaction yield outcomes from USPTO patents with 853,638 reactions. Task: Predict the reaction yield, written as a fraction of the theoretical maximum amount of product (1.0 means a 100% yield; for example, 0.34 means a 34% yield). The reactants are [Cl:1][C:2]1[CH:3]=[C:4]([NH:17][CH2:18][N:19](SC)[C:20]#[N:21])[CH:5]=[CH:6][C:7]=1[N:8]1C=C[C:11](=O)[N:10](C)[C:9]1=[O:16].[NH2:24][NH2:25]. The catalyst is CCO. The product is [NH2:21][C:20]1[NH:25][N:24]=[C:18]([NH:17][C:4]2[CH:5]=[CH:6][C:7]([NH:8][C:9]([NH:10][CH3:11])=[O:16])=[C:2]([Cl:1])[CH:3]=2)[N:19]=1. The yield is 0.530.